From a dataset of Full USPTO retrosynthesis dataset with 1.9M reactions from patents (1976-2016). Predict the reactants needed to synthesize the given product. (1) The reactants are: [NH2:1][C:2]1[CH:3]=[C:4]([CH:7]=[C:8]([N:11]2[CH2:16][CH2:15][NH:14][CH2:13][CH2:12]2)[C:9]=1[Cl:10])[C:5]#[N:6].[O:17](C(OC(C)(C)C)=O)[C:18]([O:20][C:21]([CH3:24])([CH3:23])[CH3:22])=O.C(N(CC)CC)C. Given the product [NH2:1][C:2]1[C:9]([Cl:10])=[C:8]([N:11]2[CH2:16][CH2:15][N:14]([C:18]([O:20][C:21]([CH3:24])([CH3:23])[CH3:22])=[O:17])[CH2:13][CH2:12]2)[CH:7]=[C:4]([C:5]#[N:6])[CH:3]=1, predict the reactants needed to synthesize it. (2) Given the product [Br:9][C:10]1[CH:46]=[C:45]([CH3:47])[C:13]([O:14][C:15]2[C:20]3[NH:26][CH:25]=[CH:24][C:19]=3[N:18]=[C:17]([N:29]([C:37]3[CH:42]=[CH:41][C:40]([C:43]#[N:44])=[CH:39][CH:38]=3)[C:30](=[O:36])[O:31][C:32]([CH3:34])([CH3:33])[CH3:35])[N:16]=2)=[C:12]([CH3:48])[CH:11]=1, predict the reactants needed to synthesize it. The reactants are: [O-]S(S([O-])=O)=O.[Na+].[Na+].[Br:9][C:10]1[CH:46]=[C:45]([CH3:47])[C:13]([O:14][C:15]2[C:20]([N+]([O-])=O)=[C:19](/[CH:24]=[CH:25]/[N:26](C)C)[N:18]=[C:17]([N:29]([C:37]3[CH:42]=[CH:41][C:40]([C:43]#[N:44])=[CH:39][CH:38]=3)[C:30](=[O:36])[O:31][C:32]([CH3:35])([CH3:34])[CH3:33])[N:16]=2)=[C:12]([CH3:48])[CH:11]=1. (3) Given the product [F:1][C:2]([F:7])([F:6])[C:3]([OH:5])=[O:4].[NH:8]1[CH2:12][CH2:11][C@@H:10]([C:13]([O:15][CH2:16][C:17]2[CH:22]=[CH:21][CH:20]=[CH:19][CH:18]=2)=[O:14])[CH2:9]1, predict the reactants needed to synthesize it. The reactants are: [F:1][C:2]([F:7])([F:6])[C:3]([OH:5])=[O:4].[N:8]1(C(OC(C)(C)C)=O)[CH2:12][CH2:11][C@@H:10]([C:13]([O:15][CH2:16][C:17]2[CH:22]=[CH:21][CH:20]=[CH:19][CH:18]=2)=[O:14])[CH2:9]1. (4) Given the product [CH3:29][O:1][C:2]1[CH:7]=[C:6]([CH3:8])[N:5]([CH3:9])[C:4](=[O:10])[C:3]=1[C:11](=[O:28])[CH:12]=[CH:13][C:14]1[CH:19]=[CH:18][CH:17]=[C:16]([C:20]([NH:22][CH2:23][C:24]([O:26][CH3:27])=[O:25])=[O:21])[CH:15]=1, predict the reactants needed to synthesize it. The reactants are: [OH:1][C:2]1[CH:7]=[C:6]([CH3:8])[N:5]([CH3:9])[C:4](=[O:10])[C:3]=1[C:11](=[O:28])[CH:12]=[CH:13][C:14]1[CH:19]=[CH:18][CH:17]=[C:16]([C:20]([NH:22][CH2:23][C:24]([O:26][CH3:27])=[O:25])=[O:21])[CH:15]=1.[CH3:29]N(C)P(N(C)C)(N(C)C)=O. (5) Given the product [Cl:24][C:21]1[CH:20]=[CH:19][C:18]([S:15]([N:6]2[C:7]3[CH:8]=[CH:9][CH:10]=[CH:11][C:12]=3[C:3]3[N:32]=[C:31]([NH2:33])[N:30]=[C:13]([O:14][CH3:34])[C:4]=3[CH2:5]2)(=[O:16])=[O:17])=[CH:23][CH:22]=1, predict the reactants needed to synthesize it. The reactants are: CS[CH:3](SC)[CH:4]1[C:13](=[O:14])[C:12]2[C:7](=[CH:8][CH:9]=[CH:10][CH:11]=2)[N:6]([S:15]([C:18]2[CH:23]=[CH:22][C:21]([Cl:24])=[CH:20][CH:19]=2)(=[O:17])=[O:16])[CH2:5]1.CO.Cl.[NH2:30][C:31]([NH2:33])=[NH:32].[C:34](=O)(O)[O-].[Na+]. (6) Given the product [OH:14][C@@H:5]1[CH2:6][CH:7]2[N:2]([CH3:1])[CH:3]([CH2:9][C@H:8]2[O:10][C:11](=[O:13])[CH3:12])[CH2:4]1, predict the reactants needed to synthesize it. The reactants are: [CH3:1][N:2]1[CH:7]2[CH:8]([O:10][C:11](=[O:13])[CH3:12])[CH2:9][C@@H:3]1[CH2:4][C:5](=[O:14])[CH2:6]2. (7) Given the product [Cl:16][C:17]1[CH:18]=[C:19]([CH:20]=[CH:21][C:22]=1[Cl:23])[O:24][CH:12]([F:13])[C:11]([NH:10][C:9]1[C:5]([C:3]([OH:2])=[O:4])=[CH:6][S:7][CH:8]=1)=[O:15], predict the reactants needed to synthesize it. The reactants are: C[O:2][C:3]([C:5]1[C:9]([NH:10][C:11](=[O:15])[CH:12](Cl)[F:13])=[CH:8][S:7][CH:6]=1)=[O:4].[Cl:16][C:17]1[CH:18]=[C:19]([OH:24])[CH:20]=[CH:21][C:22]=1[Cl:23].